From a dataset of Forward reaction prediction with 1.9M reactions from USPTO patents (1976-2016). Predict the product of the given reaction. (1) Given the reactants [CH2:1]([O:8][C:9]([N:11]1[CH2:16][CH2:15][CH:14]([CH:17]([C:23]([O:25][C:26]([CH3:29])([CH3:28])[CH3:27])=[O:24])[CH2:18][S:19](Cl)(=[O:21])=[O:20])[CH2:13][CH2:12]1)=[O:10])[C:2]1[CH:7]=[CH:6][CH:5]=[CH:4][CH:3]=1.[Cl:30][C:31]([Cl:57])([Cl:56])[CH2:32][O:33][C:34]([N:36]1[C:48]2[CH2:47][N:46](C(OC(C)(C)C)=O)[CH2:45][CH2:44][C:43]=2[C:42]2[C:37]1=[CH:38][CH:39]=[CH:40][CH:41]=2)=[O:35], predict the reaction product. The product is: [Cl:57][C:31]([Cl:30])([Cl:56])[CH2:32][O:33][C:34]([N:36]1[C:48]2[CH2:47][N:46]([S:19]([CH2:18][CH:17]([CH:14]3[CH2:15][CH2:16][N:11]([C:9]([O:8][CH2:1][C:2]4[CH:7]=[CH:6][CH:5]=[CH:4][CH:3]=4)=[O:10])[CH2:12][CH2:13]3)[C:23]([O:25][C:26]([CH3:29])([CH3:28])[CH3:27])=[O:24])(=[O:21])=[O:20])[CH2:45][CH2:44][C:43]=2[C:42]2[C:37]1=[CH:38][CH:39]=[CH:40][CH:41]=2)=[O:35]. (2) Given the reactants [CH:1]([C:4]1[CH:5]=[CH:6][C:7]2[C:12]([NH:13][C:14]3[CH:15]=[C:16]([CH:28]=[CH:29][C:30]=3[S:31][C:32]3[CH:37]=[CH:36][C:35]([O:38]C)=[CH:34][CH:33]=3)[C:17]([NH:19][C:20]3[CH:25]=[CH:24][CH:23]=[CH:22][C:21]=3[O:26]C)=[O:18])=[N:11][CH:10]=[N:9][C:8]=2[N:40]=1)([CH3:3])[CH3:2].C(C1C=CC2C(NC3C=C(C=CC=3SC3C=CC(OC)=CC=3)C(NC3C=CC(C)=CC=3)=O)=NC=NC=2N=1)(C)C, predict the reaction product. The product is: [OH:26][C:21]1[CH:22]=[CH:23][CH:24]=[CH:25][C:20]=1[NH:19][C:17](=[O:18])[C:16]1[CH:28]=[CH:29][C:30]([S:31][C:32]2[CH:33]=[CH:34][C:35]([OH:38])=[CH:36][CH:37]=2)=[C:14]([NH:13][C:12]2[C:7]3[CH:6]=[CH:5][C:4]([CH:1]([CH3:2])[CH3:3])=[N:40][C:8]=3[N:9]=[CH:10][N:11]=2)[CH:15]=1. (3) Given the reactants [Br:1][C:2]1[CH:7]=[CH:6][CH:5]=[CH:4][C:3]=1[CH2:8][N:9]1[C:14](=[O:15])[C:13]([C:16]([O:18][CH2:19][CH3:20])=[O:17])=[C:12]([OH:21])[C:11]([CH:22]([CH3:24])[CH3:23])=[N:10]1.OC1C(C(C)C)=NNC(=O)[C:27]=1[C:36]([O:38]CC)=[O:37].[H-].[Na+].BrC1C=CC=CC=1CBr.C[N:53](C)C=O, predict the reaction product. The product is: [Br:1][C:2]1[CH:7]=[CH:6][CH:5]=[CH:4][C:3]=1[CH2:8][N:9]1[C:14](=[O:15])[C:13]([C:16]([NH:53][CH2:27][C:36]([OH:38])=[O:37])=[O:17])=[C:12]([OH:21])[C:11]([CH:22]([CH3:24])[CH3:23])=[N:10]1.[Br:1][C:2]1[CH:7]=[CH:6][CH:5]=[CH:4][C:3]=1[CH2:8][N:9]1[C:14](=[O:15])[C:13]([C:16]([O:18][CH2:19][CH3:20])=[O:17])=[C:12]([OH:21])[C:11]([CH:22]([CH3:23])[CH3:24])=[N:10]1. (4) The product is: [CH3:21][C:15]1[CH:16]=[C:17]([CH:18]=[CH:19][C:14]=1[N+:11]([O-:13])=[O:12])[O:20][CH2:8][CH2:9][OH:10]. Given the reactants C(=O)([O-])[O-].[K+].[K+].Br[CH2:8][CH2:9][OH:10].[N+:11]([C:14]1[C:15]([CH3:21])=[CH:16][C:17]([OH:20])=[CH:18][CH:19]=1)([O-:13])=[O:12], predict the reaction product. (5) Given the reactants [F:1][C:2]1[CH:3]=[C:4]2[C:13](=[CH:14][CH:15]=1)[C:12]1[CH:11]=[CH:10][CH:9]=[CH:8][C:7]=1[N:6]([S:16]([C:19]1[CH:24]=[CH:23][CH:22]=[C:21]([O:25]C)[CH:20]=1)(=[O:18])=[O:17])[CH:5]2[CH3:27].C1CCCCC=1.B(Br)(Br)Br.ClCCl, predict the reaction product. The product is: [F:1][C:2]1[CH:3]=[C:4]2[C:13](=[CH:14][CH:15]=1)[C:12]1[CH:11]=[CH:10][CH:9]=[CH:8][C:7]=1[N:6]([S:16]([C:19]1[CH:20]=[C:21]([OH:25])[CH:22]=[CH:23][CH:24]=1)(=[O:18])=[O:17])[CH:5]2[CH3:27]. (6) Given the reactants [C:1]([C:4]1[CH:13]=[CH:12][C:11]2[C:6](=[C:7]([Br:14])[CH:8]=[CH:9][CH:10]=2)[N:5]=1)(=O)[CH3:2].[CH:15]([C:18]1[CH:24]=[CH:23][CH:22]=[C:21]([CH:25]([CH3:27])[CH3:26])[C:19]=1[NH2:20])([CH3:17])[CH3:16].C1(C)C=CC(S(O)(=O)=O)=CC=1, predict the reaction product. The product is: [Br:14][C:7]1[CH:8]=[CH:9][CH:10]=[C:11]2[C:6]=1[N:5]=[C:4](/[C:1](=[N:20]/[C:19]1[C:21]([CH:25]([CH3:26])[CH3:27])=[CH:22][CH:23]=[CH:24][C:18]=1[CH:15]([CH3:17])[CH3:16])/[CH3:2])[CH:13]=[CH:12]2. (7) Given the reactants Br[C:2]1[C:3]([N:20]([CH3:24])[CH:21]([CH3:23])[CH3:22])=[N:4][C:5]2[O:11][CH2:10][CH2:9][N:8]([C:12]([O:14][C:15]([CH3:18])([CH3:17])[CH3:16])=[O:13])[CH2:7][C:6]=2[N:19]=1.[CH3:25]B(O)O.P([O-])([O-])([O-])=O.[K+].[K+].[K+].COCCOC, predict the reaction product. The product is: [CH3:25][C:2]1[C:3]([N:20]([CH3:24])[CH:21]([CH3:23])[CH3:22])=[N:4][C:5]2[O:11][CH2:10][CH2:9][N:8]([C:12]([O:14][C:15]([CH3:18])([CH3:17])[CH3:16])=[O:13])[CH2:7][C:6]=2[N:19]=1. (8) Given the reactants [Cl:1][C:2]1[CH:7]=[CH:6][C:5]([C:8]2[NH:19][C:11]3=[N:12][CH:13]=[CH:14][C:15]([C:16]([OH:18])=O)=[C:10]3[N:9]=2)=[CH:4][CH:3]=1.[NH2:20][CH2:21][CH2:22][C:23]1[CH:28]=[CH:27][C:26]([NH:29][S:30]([CH2:33][CH3:34])(=[O:32])=[O:31])=[CH:25][CH:24]=1, predict the reaction product. The product is: [CH2:33]([S:30]([NH:29][C:26]1[CH:27]=[CH:28][C:23]([CH2:22][CH2:21][NH:20][C:16]([C:15]2[CH:14]=[CH:13][N:12]=[C:11]3[NH:19][C:8]([C:5]4[CH:4]=[CH:3][C:2]([Cl:1])=[CH:7][CH:6]=4)=[N:9][C:10]=23)=[O:18])=[CH:24][CH:25]=1)(=[O:31])=[O:32])[CH3:34]. (9) Given the reactants CS(C)=O.C(Cl)(=O)C(Cl)=O.[N:11]1([CH2:17][CH2:18][CH2:19][CH2:20][OH:21])[CH2:16][CH2:15][O:14][CH2:13][CH2:12]1.C(N(CC)CC)C, predict the reaction product. The product is: [N:11]1([CH2:17][CH2:18][CH2:19][CH:20]=[O:21])[CH2:16][CH2:15][O:14][CH2:13][CH2:12]1. (10) Given the reactants C(O[C:4]([C:6]1[C:7]([C:16]2[C:24]3[C:19](=[C:20]([O:25][CH3:26])[CH:21]=[CH:22][CH:23]=3)[N:18]([CH2:27][CH:28]3[CH2:33][CH2:32][CH2:31][CH2:30][CH2:29]3)[CH:17]=2)=[N:8][S:9][C:10]=1[C:11]([O:13]CC)=O)=O)C.[H-].[Al+3].[Li+].[H-].[H-].[H-].O.O.O.O.O.O.O.O.O.O.S([O-])([O-])(=O)=O.[Na+].[Na+].CO.[CH3:59][S:60](Cl)(=[O:62])=[O:61].C(N(CC)CC)C.[Cl:71]CCl, predict the reaction product. The product is: [Cl:71][CH2:4][C:6]1[C:7]([C:16]2[C:24]3[C:19](=[C:20]([O:25][CH3:26])[CH:21]=[CH:22][CH:23]=3)[N:18]([CH2:27][CH:28]3[CH2:29][CH2:30][CH2:31][CH2:32][CH2:33]3)[CH:17]=2)=[N:8][S:9][C:10]=1[CH2:11][O:13][S:60]([CH3:59])(=[O:62])=[O:61].